This data is from Full USPTO retrosynthesis dataset with 1.9M reactions from patents (1976-2016). The task is: Predict the reactants needed to synthesize the given product. Given the product [C:19]([O:27][CH2:28][N:5]1[C:6]([C:9]([OH:11])=[O:10])=[CH:7][C:8]2[O:1][CH:2]=[CH:3][C:4]1=2)(=[O:26])[C:20]1[CH:25]=[CH:24][CH:23]=[CH:22][CH:21]=1, predict the reactants needed to synthesize it. The reactants are: [O:1]1[C:8]2[CH:7]=[C:6]([C:9]([O:11]CC3C=CC=CC=3)=[O:10])[NH:5][C:4]=2[CH:3]=[CH:2]1.[C:19]([O:27][CH2:28]Cl)(=[O:26])[C:20]1[CH:25]=[CH:24][CH:23]=[CH:22][CH:21]=1.